Dataset: Reaction yield outcomes from USPTO patents with 853,638 reactions. Task: Predict the reaction yield, written as a fraction of the theoretical maximum amount of product (1.0 means a 100% yield; for example, 0.34 means a 34% yield). The reactants are I[C:2]1[CH:29]=[CH:28][C:5]2[N:6]([CH2:9][C:10]3[CH:15]=[CH:14][C:13]([O:16][CH2:17][C:18]4[CH:19]=[N:20][C:21]([O:24][CH3:25])=[CH:22][CH:23]=4)=[C:12]([O:26][CH3:27])[CH:11]=3)[CH:7]=[N:8][C:4]=2[CH:3]=1.[NH:30]1[CH2:35][CH2:34][CH:33]([NH:36][C:37](=[O:43])[O:38][C:39]([CH3:42])([CH3:41])[CH3:40])[CH2:32][CH2:31]1.C(=O)([O-])[O-].[K+].[K+].N1CCC[C@H]1C(O)=O. The catalyst is CS(C)=O.[OH-].[NH4+].[Cu]I. The product is [CH3:27][O:26][C:12]1[CH:11]=[C:10]([CH:15]=[CH:14][C:13]=1[O:16][CH2:17][C:18]1[CH:19]=[N:20][C:21]([O:24][CH3:25])=[CH:22][CH:23]=1)[CH2:9][N:6]1[C:5]2[CH:28]=[CH:29][C:2]([N:30]3[CH2:31][CH2:32][CH:33]([NH:36][C:37](=[O:43])[O:38][C:39]([CH3:41])([CH3:40])[CH3:42])[CH2:34][CH2:35]3)=[CH:3][C:4]=2[N:8]=[CH:7]1. The yield is 0.600.